From a dataset of Reaction yield outcomes from USPTO patents with 853,638 reactions. Predict the reaction yield, written as a fraction of the theoretical maximum amount of product (1.0 means a 100% yield; for example, 0.34 means a 34% yield). (1) The reactants are Br[CH2:2][C:3]1[CH:8]=[CH:7][C:6]([Cl:9])=[C:5]([O:10][CH3:11])[CH:4]=1.[C-:12]#[N:13].[Na+]. The catalyst is C(O)C. The product is [Cl:9][C:6]1[CH:7]=[CH:8][C:3]([CH2:2][C:12]#[N:13])=[CH:4][C:5]=1[O:10][CH3:11]. The yield is 0.480. (2) The reactants are [CH3:1][S:2](Cl)(=[O:4])=[O:3].[O:6]1[CH2:11][CH2:10][O:9][C:8]2[CH:12]=[C:13]([C:16]([NH:18][C@@H:19]3[CH2:24][CH2:23][N:22]([C:25]([O:27][C:28]([CH3:31])([CH3:30])[CH3:29])=[O:26])[C@@H:21]([C:32]4[N:36]([CH2:37][CH2:38][OH:39])[C:35]5[CH:40]=[CH:41][CH:42]=[CH:43][C:34]=5[N:33]=4)[CH2:20]3)=[O:17])[CH:14]=[CH:15][C:7]1=2.O.C(OCC)(=O)C. The catalyst is CN(C1C=CN=CC=1)C.N1C=CC=CC=1. The product is [O:6]1[CH2:11][CH2:10][O:9][C:8]2[CH:12]=[C:13]([C:16]([NH:18][C@@H:19]3[CH2:24][CH2:23][N:22]([C:25]([O:27][C:28]([CH3:31])([CH3:30])[CH3:29])=[O:26])[C@@H:21]([C:32]4[N:36]([CH2:37][CH2:38][O:39][S:2]([CH3:1])(=[O:4])=[O:3])[C:35]5[CH:40]=[CH:41][CH:42]=[CH:43][C:34]=5[N:33]=4)[CH2:20]3)=[O:17])[CH:14]=[CH:15][C:7]1=2. The yield is 0.730. (3) The reactants are O=[C:2]1[C:8]2[CH:9]=[CH:10][CH:11]=[CH:12][C:7]=2[O:6][CH2:5][CH:4]2[CH2:13][N:14]([C:17]([O:19][C:20]([CH3:23])([CH3:22])[CH3:21])=[O:18])[CH2:15][CH2:16][N:3]12.B.O1CCCC1.CO.[OH-].[Na+]. The catalyst is O1CCCC1. The product is [CH2:13]1[CH:4]2[CH2:5][O:6][C:7]3[CH:12]=[CH:11][CH:10]=[CH:9][C:8]=3[CH2:2][N:3]2[CH2:16][CH2:15][N:14]1[C:17]([O:19][C:20]([CH3:23])([CH3:22])[CH3:21])=[O:18]. The yield is 0.648. (4) The reactants are C([NH:4][C:5]1(C(OCC)=O)[CH2:14][C:13]2[C:8](=[CH:9][CH:10]=[CH:11][CH:12]=2)[NH:7][C:6]1=[O:15])(=O)C. The catalyst is Cl. The product is [NH2:4][CH:5]1[CH2:14][C:13]2[C:8](=[CH:9][CH:10]=[CH:11][CH:12]=2)[NH:7][C:6]1=[O:15]. The yield is 0.720. (5) The reactants are [CH:1]1([NH:4][C:5]2[N:10]3[N:11]=[CH:12][C:13]([CH:14]=O)=[C:9]3[N:8]=[C:7]([C:16]3[CH:21]=[CH:20][CH:19]=[C:18]([OH:22])[CH:17]=3)[CH:6]=2)[CH2:3][CH2:2]1.N1CCCCC1.[NH:29]1[CH2:35][C:33](=[O:34])[NH:32][C:30]1=[O:31]. The catalyst is CCO. The product is [CH:1]1([NH:4][C:5]2[N:10]3[N:11]=[CH:12][C:13]([CH:14]=[C:35]4[NH:29][C:30](=[O:31])[NH:32][C:33]4=[O:34])=[C:9]3[N:8]=[C:7]([C:16]3[CH:21]=[CH:20][CH:19]=[C:18]([OH:22])[CH:17]=3)[CH:6]=2)[CH2:3][CH2:2]1. The yield is 0.550. (6) The reactants are [H-].[Na+].[O:3]1[C:11]2[CH:10]=[CH:9][N:8]=[CH:7][C:6]=2[C:5]([NH2:12])=[N:4]1.Br[CH:14]([C:16]1[CH:21]=[CH:20][C:19]([S:22][C:23]([F:26])([F:25])[F:24])=[CH:18][CH:17]=1)[CH3:15].[NH4+].[Cl-]. The catalyst is CN(C=O)C.CC(=O)OCC.CCCCCC. The product is [F:25][C:23]([F:24])([F:26])[S:22][C:19]1[CH:18]=[CH:17][C:16]([CH:14]([NH:12][C:5]2[C:6]3[CH:7]=[N:8][CH:9]=[CH:10][C:11]=3[O:3][N:4]=2)[CH3:15])=[CH:21][CH:20]=1. The yield is 0.530.